This data is from Clinical trial toxicity outcomes and FDA approval status for drugs. The task is: Regression/Classification. Given a drug SMILES string, predict its toxicity properties. Task type varies by dataset: regression for continuous values (e.g., LD50, hERG inhibition percentage) or binary classification for toxic/non-toxic outcomes (e.g., AMES mutagenicity, cardiotoxicity, hepatotoxicity). Dataset: clintox. (1) The molecule is C[NH2+]C1(C)C2CCC(C2)C1(C)C. The result is 0 (passed clinical trial). (2) The drug is CCOc1ccc(CC(CN(CC[NH+](CC(=O)[O-])CC(=O)[O-])CC(=O)[O-])[NH+](CC(=O)[O-])CC(=O)[O-])cc1. The result is 0 (passed clinical trial). (3) The drug is CCC(=O)N(c1ccccc1)C1(COC)CC[NH+](CCc2cccs2)CC1. The result is 0 (passed clinical trial).